Dataset: Full USPTO retrosynthesis dataset with 1.9M reactions from patents (1976-2016). Task: Predict the reactants needed to synthesize the given product. (1) Given the product [F:13][C:14]1[CH:21]=[CH:20][CH:19]=[C:18]([O:6][CH2:5][C:4]2[CH:7]=[CH:8][C:9]([F:10])=[C:2]([F:1])[CH:3]=2)[C:15]=1[C:16]#[N:17], predict the reactants needed to synthesize it. The reactants are: [F:1][C:2]1[CH:3]=[C:4]([CH:7]=[CH:8][C:9]=1[F:10])[CH2:5][OH:6].[H-].[Na+].[F:13][C:14]1[CH:21]=[CH:20][CH:19]=[C:18](F)[C:15]=1[C:16]#[N:17]. (2) Given the product [OH:21][C:4]1[C:3](=[O:22])[N:25]([CH2:26][CH2:27][CH2:28][C:29]([OH:31])=[O:30])[CH2:23][C:5]=1[C:6](=[O:20])[N:7]([CH3:19])[CH2:8][C:9]1[C:18]2[C:13](=[CH:14][CH:15]=[CH:16][CH:17]=2)[CH:12]=[CH:11][CH:10]=1, predict the reactants needed to synthesize it. The reactants are: CO[C:3](=[O:22])[C:4]([OH:21])=[CH:5][C:6](=[O:20])[N:7]([CH3:19])[CH2:8][C:9]1[C:18]2[C:13](=[CH:14][CH:15]=[CH:16][CH:17]=2)[CH:12]=[CH:11][CH:10]=1.[CH2:23]=O.[NH2:25][CH2:26][CH2:27][CH2:28][C:29]([OH:31])=[O:30]. (3) Given the product [CH3:9][O:8][C:6]1[CH:5]=[CH:4][C:3]2[N:10]([C:11]3[C:12]([CH3:21])=[C:13]([CH:18]=[CH:19][CH:20]=3)[C:14]([O:16][CH3:17])=[O:15])[C:24]([C:23]([F:34])([F:33])[F:22])=[N:1][C:2]=2[CH:7]=1, predict the reactants needed to synthesize it. The reactants are: [NH2:1][C:2]1[CH:7]=[C:6]([O:8][CH3:9])[CH:5]=[CH:4][C:3]=1[NH:10][C:11]1[C:12]([CH3:21])=[C:13]([CH:18]=[CH:19][CH:20]=1)[C:14]([O:16][CH3:17])=[O:15].[F:22][C:23]([F:34])([F:33])[C:24](O[C:24](=O)[C:23]([F:34])([F:33])[F:22])=O. (4) Given the product [CH3:1][O:2][CH2:3][CH2:4][N:5]([CH2:6][CH2:7][O:8][CH3:9])[C:11]1[CH:19]=[CH:18][C:14]([C:15]([OH:17])=[O:16])=[CH:13][C:12]=1[N+:20]([O-:22])=[O:21], predict the reactants needed to synthesize it. The reactants are: [CH3:1][O:2][CH2:3][CH2:4][NH:5][CH2:6][CH2:7][O:8][CH3:9].F[C:11]1[CH:19]=[CH:18][C:14]([C:15]([OH:17])=[O:16])=[CH:13][C:12]=1[N+:20]([O-:22])=[O:21]. (5) Given the product [CH:7]([C:10]1[CH:15]=[CH:14][CH:13]=[C:12]([CH:16]([CH3:17])[CH3:18])[C:11]=1[NH:19][CH:20]([C:37]1[CH:38]=[CH:39][CH:40]=[CH:41][CH:42]=1)[C:21]1[CH:26]=[C:25]([CH3:27])[CH:24]=[C:23]([C:28]2[CH:33]=[CH:32][CH:31]=[CH:30][C:29]=2[O:34][CH3:35])[C:22]=1[OH:36])([CH3:8])[CH3:9], predict the reactants needed to synthesize it. The reactants are: [H-].[H-].[H-].[H-].[Li+].[Al+3].[CH:7]([C:10]1[CH:15]=[CH:14][CH:13]=[C:12]([CH:16]([CH3:18])[CH3:17])[C:11]=1/[N:19]=[C:20](\[C:37]1[CH:42]=[CH:41][CH:40]=[CH:39][CH:38]=1)/[C:21]1[CH:26]=[C:25]([CH3:27])[CH:24]=[C:23]([C:28]2[CH:33]=[CH:32][CH:31]=[CH:30][C:29]=2[O:34][CH3:35])[C:22]=1[OH:36])([CH3:9])[CH3:8].[O-]S([O-])(=O)=O.[Na+].[Na+]. (6) Given the product [CH3:1][C:2]1[CH:14]=[C:13]([CH2:15][CH2:16][CH:17]([C:19]2[CH:24]=[CH:23][C:22]([S:25][CH3:26])=[CH:21][CH:20]=2)[O:18][CH2:28][CH3:29])[CH:12]=[C:11]([CH3:27])[C:3]=1[O:4][C:5]([CH3:9])([CH3:10])[C:6]([OH:8])=[O:7], predict the reactants needed to synthesize it. The reactants are: [CH3:1][C:2]1[CH:14]=[C:13]([CH2:15][CH2:16][CH:17]([C:19]2[CH:24]=[CH:23][C:22]([S:25][CH3:26])=[CH:21][CH:20]=2)[OH:18])[CH:12]=[C:11]([CH3:27])[C:3]=1[O:4][C:5]([CH3:10])([CH3:9])[C:6]([OH:8])=[O:7].[CH2:28](O)[CH3:29].O. (7) Given the product [CH3:1][O:2][C:3](=[O:15])[C:4](=[O:14])[CH:5]([Cl:13])[C:6]1[CH:11]=[CH:10][C:9]([F:12])=[C:8]([F:16])[CH:7]=1, predict the reactants needed to synthesize it. The reactants are: [CH3:1][O:2][C:3](=[O:15])[C:4](=[O:14])[CH:5]([Cl:13])[C:6]1[CH:11]=[CH:10][C:9]([F:12])=[CH:8][CH:7]=1.[F:16]C1C=C(C=CC=1F)C=O.FC1C=CC(C=O)=CC=1.